Dataset: Full USPTO retrosynthesis dataset with 1.9M reactions from patents (1976-2016). Task: Predict the reactants needed to synthesize the given product. Given the product [NH2:43][C:40]1[N:41]=[CH:42][C:37]([C:3]2[C:4]([NH:8][C@H:9]([C:11]3[N:16]([C:17]4[CH:22]=[CH:21][CH:20]=[CH:19][CH:18]=4)[C:15](=[O:23])[C:14]4=[C:24]([CH3:27])[CH:25]=[CH:26][N:13]4[N:12]=3)[CH3:10])=[N:5][CH:6]=[N:7][C:2]=2[NH2:1])=[CH:38][N:39]=1, predict the reactants needed to synthesize it. The reactants are: [NH2:1][C:2]1[N:7]=[CH:6][N:5]=[C:4]([NH:8][C@H:9]([C:11]2[N:16]([C:17]3[CH:22]=[CH:21][CH:20]=[CH:19][CH:18]=3)[C:15](=[O:23])[C:14]3=[C:24]([CH3:27])[CH:25]=[CH:26][N:13]3[N:12]=2)[CH3:10])[C:3]=1I.CC1(C)C(C)(C)OB([C:37]2[CH:38]=[N:39][C:40]([NH2:43])=[N:41][CH:42]=2)O1.C(=O)([O-])[O-].[Na+].[Na+].